From a dataset of Full USPTO retrosynthesis dataset with 1.9M reactions from patents (1976-2016). Predict the reactants needed to synthesize the given product. (1) Given the product [CH2:1]([C@@H:3]([O:30][CH:31]1[CH2:35][CH2:34][NH:33][CH2:32]1)[C:4]1[CH:9]=[C:8]([F:10])[CH:7]=[CH:6][C:5]=1[S:11]([NH:14][C:15]1[C:24]([C:25]([O:27][CH3:28])=[O:26])=[C:23]2[C:18]([C@H:19]3[CH2:29][C@H:20]3[CH2:21][O:22]2)=[CH:17][CH:16]=1)(=[O:12])=[O:13])[CH3:2], predict the reactants needed to synthesize it. The reactants are: [CH2:1]([C@H:3]([O:30][CH:31]1[CH2:35][CH2:34][NH:33][CH2:32]1)[C:4]1[CH:9]=[C:8]([F:10])[CH:7]=[CH:6][C:5]=1[S:11]([NH:14][C:15]1[C:24]([C:25]([O:27][CH3:28])=[O:26])=[C:23]2[C:18]([C@H:19]3[CH2:29][C@H:20]3[CH2:21][O:22]2)=[CH:17][CH:16]=1)(=[O:13])=[O:12])[CH3:2].FC1C=CC(S(=O)(=O)NC2C=CC3[C@H]4C[C@H]4COC=3C=2C(OC)=O)=C(C=1)CO[C@@H]1CCN(C(OC(C)(C)C)=O)C1. (2) Given the product [CH2:16]([O:14][C:13](=[O:15])[CH2:12][C:9]1[CH:10]=[CH:11][C:6]([C:4]([CH:1]2[CH2:2][CH2:3]2)=[O:5])=[CH:7][CH:8]=1)[CH3:17], predict the reactants needed to synthesize it. The reactants are: [CH:1]1([C:4]([C:6]2[CH:11]=[CH:10][C:9]([CH2:12][C:13]([OH:15])=[O:14])=[CH:8][CH:7]=2)=[O:5])[CH2:3][CH2:2]1.[CH2:16](O)[CH3:17]. (3) Given the product [F:14][C:15]1[CH:20]=[CH:19][C:18]([CH2:21][O:22][C:2]2[CH:12]=[C:6]3[N:7]([CH3:11])[CH2:8][CH2:9][CH2:10][N:5]3[C:4](=[O:13])[N:3]=2)=[CH:17][CH:16]=1, predict the reactants needed to synthesize it. The reactants are: Cl[C:2]1[CH:12]=[C:6]2[N:7]([CH3:11])[CH2:8][CH2:9][CH2:10][N:5]2[C:4](=[O:13])[N:3]=1.[F:14][C:15]1[CH:20]=[CH:19][C:18]([CH2:21][OH:22])=[CH:17][CH:16]=1. (4) Given the product [CH:44]1([C@H:13]([NH:12][C:10](=[O:11])[C@H:9]([CH3:50])[NH:7][CH3:6])[C:14]([N:16]2[C@H:21]([C:22]([NH:23][C@H:24]3[C:33]4[C:28](=[CH:29][CH:30]=[CH:31][CH:32]=4)[O:27][CH2:26][CH2:25]3)=[O:34])[CH2:20][N:19]3[CH2:35][C@H:36]([O:38][CH2:39][CH2:40][O:41][CH2:42][CH3:43])[CH2:37][C@@H:18]3[CH2:17]2)=[O:15])[CH2:49][CH2:48][CH2:47][CH2:46][CH2:45]1, predict the reactants needed to synthesize it. The reactants are: C(O[C:6](=O)[N:7]([C@@H:9]([CH3:50])[C:10]([NH:12][C@@H:13]([CH:44]1[CH2:49][CH2:48][CH2:47][CH2:46][CH2:45]1)[C:14]([N:16]1[C@H:21]([C:22](=[O:34])[NH:23][C@H:24]2[C:33]3[C:28](=[CH:29][CH:30]=[CH:31][CH:32]=3)[O:27][CH2:26][CH2:25]2)[CH2:20][N:19]2[CH2:35][C@H:36]([O:38][CH2:39][CH2:40][O:41][CH2:42][CH3:43])[CH2:37][C@@H:18]2[CH2:17]1)=[O:15])=[O:11])C)(C)(C)C.Cl.COC1CCCC1.O.